Dataset: Forward reaction prediction with 1.9M reactions from USPTO patents (1976-2016). Task: Predict the product of the given reaction. (1) The product is: [Br:1][C:2]1[CH:3]=[C:4]2[C:8](=[CH:9][CH:10]=1)[NH:7][CH:6]=[C:5]2[CH2:11][C:21]#[N:22]. Given the reactants [Br:1][C:2]1[CH:3]=[C:4]2[C:8](=[CH:9][CH:10]=1)[NH:7][CH:6]=[C:5]2[CH2:11]N(C)C.IC.C[Si]([C:21]#[N:22])(C)C.[F-].C([N+](CCCC)(CCCC)CCCC)CCC, predict the reaction product. (2) Given the reactants [Br:1][C:2]1[CH:3]=[CH:4][CH:5]=[C:6]2[C:10]=1[C:9]([CH2:12][C:13]1[CH:18]=[C:17]([O:19][CH3:20])[CH:16]=[C:15]([O:21][CH3:22])[CH:14]=1)(O)[CH2:8][CH2:7]2.C1(C)C=CC(S(O)(=O)=O)=CC=1, predict the reaction product. The product is: [Br:1][C:2]1[CH:3]=[CH:4][CH:5]=[C:6]2[C:10]=1[C:9]([CH2:12][C:13]1[CH:18]=[C:17]([O:19][CH3:20])[CH:16]=[C:15]([O:21][CH3:22])[CH:14]=1)=[CH:8][CH2:7]2.[Br:1][C:2]1[CH:3]=[CH:4][CH:5]=[C:6]2[C:10]=1/[C:9](=[CH:12]/[C:13]1[CH:18]=[C:17]([O:19][CH3:20])[CH:16]=[C:15]([O:21][CH3:22])[CH:14]=1)/[CH2:8][CH2:7]2. (3) Given the reactants [N+](C1C=CC([O:10][C:11](=O)[NH:12][CH:13]([CH3:35])[C:14]#[C:15][C:16]2[S:20][C:19]([O:21][C:22]3[CH:27]=[CH:26][C:25]([O:28][C:29]4[CH:34]=[CH:33][CH:32]=[CH:31][CH:30]=4)=[CH:24][CH:23]=3)=[N:18][CH:17]=2)=CC=1)([O-])=O.Cl.[CH3:38][O:39][NH2:40].C(N(CC)CC)C, predict the reaction product. The product is: [CH3:38][O:39][NH:40][C:11]([NH:12][CH:13]([CH3:35])[C:14]#[C:15][C:16]1[S:20][C:19]([O:21][C:22]2[CH:23]=[CH:24][C:25]([O:28][C:29]3[CH:30]=[CH:31][CH:32]=[CH:33][CH:34]=3)=[CH:26][CH:27]=2)=[N:18][CH:17]=1)=[O:10]. (4) Given the reactants C(OC([NH:8][C:9]1[CH:18]=[C:17]2[C:12]([CH:13]=[CH:14][C:15](=[O:46])[N:16]2[CH2:19][CH2:20][N:21]2[CH2:26][CH2:25][CH:24]([N:27]([CH2:35][C:36]3[N:41]=[CH:40][C:39]4[O:42][CH2:43][CH2:44][O:45][C:38]=4[CH:37]=3)C(=O)OC(C)(C)C)[CH2:23][CH2:22]2)=[N:11][CH:10]=1)=O)(C)(C)C.Cl.C(OCC)(=O)C, predict the reaction product. The product is: [NH2:8][C:9]1[CH:18]=[C:17]2[C:12]([CH:13]=[CH:14][C:15](=[O:46])[N:16]2[CH2:19][CH2:20][N:21]2[CH2:22][CH2:23][CH:24]([NH:27][CH2:35][C:36]3[N:41]=[CH:40][C:39]4[O:42][CH2:43][CH2:44][O:45][C:38]=4[CH:37]=3)[CH2:25][CH2:26]2)=[N:11][CH:10]=1.